From a dataset of Reaction yield outcomes from USPTO patents with 853,638 reactions. Predict the reaction yield, written as a fraction of the theoretical maximum amount of product (1.0 means a 100% yield; for example, 0.34 means a 34% yield). (1) The reactants are [CH2:1]([O:3][C:4]([C@H:6]1[C@@H:11]([NH2:12])[CH2:10][CH2:9][N:8]([CH2:13][CH2:14][O:15][C:16]2[CH:25]=[N:24][C:23]3[C:18](=[CH:19][C:20]([O:26][CH3:27])=[CH:21][CH:22]=3)[N:17]=2)[CH2:7]1)=[O:5])[CH3:2].[O:28]=[C:29]1[NH:34][C:33]2[CH:35]=[C:36]([C:39](O)=[O:40])[CH:37]=[CH:38][C:32]=2[S:31][CH2:30]1. No catalyst specified. The product is [CH2:1]([O:3][C:4]([C@H:6]1[C@@H:11]([NH:12][C:39]([C:36]2[CH:37]=[CH:38][C:32]3[S:31][CH2:30][C:29](=[O:28])[NH:34][C:33]=3[CH:35]=2)=[O:40])[CH2:10][CH2:9][N:8]([CH2:13][CH2:14][O:15][C:16]2[CH:25]=[N:24][C:23]3[C:18](=[CH:19][C:20]([O:26][CH3:27])=[CH:21][CH:22]=3)[N:17]=2)[CH2:7]1)=[O:5])[CH3:2]. The yield is 0.710. (2) The reactants are [F:1][CH:2]([F:57])[O:3][C@H:4]([CH3:56])[C@H:5]([NH:51][C:52]([O:54][CH3:55])=[O:53])[C:6]([N:8]1[CH2:12][CH2:11][CH2:10][C@H:9]1[C:13]1[NH:14][C:15]([C:18]2[CH:19]=[C:20]3[C:25](=[CH:26][CH:27]=2)[CH:24]=[C:23]([C:28]2[CH:33]=[CH:32][C:31]([C:34]4[NH:38][C:37]([C@@H:39]5[CH2:43][CH2:42][CH2:41][N:40]5[C:44](OC(C)(C)C)=[O:45])=[N:36]C=4)=[CH:30][CH:29]=2)[CH:22]=[CH:21]3)=[CH:16][N:17]=1)=[O:7].Cl.O1CCOC[CH2:60]1.[CH3:65][O:66][C:67]([NH:69][C@H:70]([C:74]1[CH:79]=[CH:78][CH:77]=[CH:76][CH:75]=1)C(O)=O)=[O:68].CCOC(C(C#N)=NOC(N1CCOCC1)=[N+](C)C)=O.F[P-](F)(F)(F)(F)F.C(N(C(C)C)CC)(C)C. The catalyst is CN(C)C=O.C(OCC)(=O)C.ClCCl. The product is [CH3:65][O:66][C:67]([NH:69][C@H:70]([C:74]1[CH:79]=[CH:78][CH:77]=[CH:76][CH:75]=1)[C:44]([N:40]1[CH2:41][CH2:42][CH2:43][C@H:39]1[C:37]1[NH:38][C:34]([C:31]2[CH:30]=[CH:29][C:28]([C:23]3[CH:24]=[C:25]4[C:20](=[CH:21][CH:22]=3)[CH:19]=[C:18]([C:15]3[NH:14][C:13]([C@@H:9]5[CH2:10][CH2:11][CH2:12][N:8]5[C:6](=[O:7])[C@@H:5]([NH:51][C:52](=[O:53])[O:54][CH3:55])[C@H:4]([O:3][CH:2]([F:57])[F:1])[CH3:56])=[N:17][CH:16]=3)[CH:27]=[CH:26]4)=[CH:33][CH:32]=2)=[CH:60][N:36]=1)=[O:45])=[O:68]. The yield is 0.450. (3) The reactants are [Cl:1][C:2]1[CH:7]=[CH:6][CH:5]=[CH:4][C:3]=1[CH2:8][CH2:9][N:10]([CH2:18][CH2:19][CH2:20][S:21][CH2:22][CH2:23][OH:24])[C:11](=[O:17])[O:12][C:13]([CH3:16])([CH3:15])[CH3:14].C(N(CC)CC)C.S(=O)(=O)=O.Cl. The product is [Cl:1][C:2]1[CH:7]=[CH:6][CH:5]=[CH:4][C:3]=1[CH2:8][CH2:9][N:10]([CH2:18][CH2:19][CH2:20][S:21][CH2:22][CH:23]=[O:24])[C:11](=[O:17])[O:12][C:13]([CH3:15])([CH3:16])[CH3:14]. The yield is 0.570. The catalyst is CS(C)=O. (4) The reactants are [N+:1]([C:4]1[CH:10]=[C:9]([N+:11]([O-:13])=[O:12])[CH:8]=[C:7](Br)[C:5]=1[NH2:6])([O-:3])=[O:2].[CH2:15]([Sn](CC)(CC)CC)[CH3:16]. The catalyst is CN(C=O)C. The product is [N+:1]([C:4]1[CH:10]=[C:9]([N+:11]([O-:13])=[O:12])[CH:8]=[C:7]([CH2:15][CH3:16])[C:5]=1[NH2:6])([O-:3])=[O:2]. The yield is 0.530. (5) The reactants are CN(C(ON1N=NC2C=CC=CC1=2)=[N+](C)C)C.F[P-](F)(F)(F)(F)F.C1C=CC2N(O)N=NC=2C=1.C(N(C(C)C)CC)(C)C.[Cl:44][C:45]1[CH:76]=[CH:75][C:48]([CH2:49][N:50]2[CH:55]=[C:54]([C:56](O)=[O:57])[C:53](=[O:59])[N:52]=[C:51]2[NH:60][C:61]2[CH:66]=[CH:65][C:64]([O:67][C:68]3[CH:73]=[CH:72][CH:71]=[C:70]([F:74])[N:69]=3)=[CH:63][CH:62]=2)=[CH:47][CH:46]=1.[C:77](=[N:80]O)([NH2:79])[CH3:78]. The catalyst is O.CN(C=O)C. The product is [Cl:44][C:45]1[CH:76]=[CH:75][C:48]([CH2:49][N:50]2[CH:55]=[C:54]([C:56]3[O:57][N:80]=[C:77]([CH3:78])[N:79]=3)[C:53](=[O:59])[N:52]=[C:51]2[NH:60][C:61]2[CH:66]=[CH:65][C:64]([O:67][C:68]3[CH:73]=[CH:72][CH:71]=[C:70]([F:74])[N:69]=3)=[CH:63][CH:62]=2)=[CH:47][CH:46]=1. The yield is 0.0910. (6) The reactants are FC(F)(F)C(O)=O.[C:8]([NH:12][C:13]1[CH:14]=[C:15]([C:19]2[N:24]=[C:23]([NH:25][C:26]3[CH:27]=[C:28]([N:32]4[CH2:37][CH2:36][N:35](C(OC(C)(C)C)=O)[CH2:34][CH2:33]4)[CH:29]=[CH:30][CH:31]=3)[N:22]=[C:21]3[N:45](C4CCCCO4)[N:46]=[CH:47][C:20]=23)[CH:16]=[CH:17][CH:18]=1)(=[O:11])[CH:9]=[CH2:10]. The catalyst is C(Cl)Cl. The product is [N:32]1([C:28]2[CH:27]=[C:26]([NH:25][C:23]3[N:22]=[C:21]4[NH:45][N:46]=[CH:47][C:20]4=[C:19]([C:15]4[CH:14]=[C:13]([NH:12][C:8](=[O:11])[CH:9]=[CH2:10])[CH:18]=[CH:17][CH:16]=4)[N:24]=3)[CH:31]=[CH:30][CH:29]=2)[CH2:33][CH2:34][NH:35][CH2:36][CH2:37]1. The yield is 0.612. (7) The yield is 0.230. The catalyst is ClCCl. The reactants are [CH:1]([N:5]1[C:13]2[CH:12]=[C:11]([Cl:14])[N:10]=[CH:9][C:8]=2[C:7]([N:15]2[CH2:20][CH2:19][S:18][CH2:17][CH2:16]2)=[N:6]1)([CH2:3][CH3:4])[CH3:2].ClC1C=C(C=CC=1)C(OO)=[O:26]. The product is [CH:1]([N:5]1[C:13]2[CH:12]=[C:11]([Cl:14])[N:10]=[CH:9][C:8]=2[C:7]([N:15]2[CH2:16][CH2:17][S:18](=[O:26])[CH2:19][CH2:20]2)=[N:6]1)([CH2:3][CH3:4])[CH3:2]. (8) The reactants are [F:1][C:2]1[CH:3]=[C:4]([CH:15]=[CH:16][CH:17]=1)[O:5][C:6]1[CH:14]=[CH:13][CH:12]=[CH:11][C:7]=1[C:8]([OH:10])=O.[NH2:18][C@@H:19]1[C@H:23]2[O:24][CH2:25][C@H:26]([NH:27][C:28]([CH:30]3[CH2:32][CH2:31]3)=[O:29])[C@H:22]2[O:21][CH2:20]1. No catalyst specified. The product is [CH:30]1([C:28]([NH:27][C@@H:26]2[C@H:22]3[O:21][CH2:20][C@H:19]([NH:18][C:8](=[O:10])[C:7]4[CH:11]=[CH:12][CH:13]=[CH:14][C:6]=4[O:5][C:4]4[CH:15]=[CH:16][CH:17]=[C:2]([F:1])[CH:3]=4)[C@H:23]3[O:24][CH2:25]2)=[O:29])[CH2:31][CH2:32]1. The yield is 0.600. (9) The reactants are [CH2:1]([C:3]1([CH2:24][CH3:25])[CH2:12][C:11]([CH3:14])([CH3:13])[C:10]2[C:5](=[C:6]([CH:21]([CH3:23])[CH3:22])[CH:7]=[C:8]([C:15]#[C:16][Si](C)(C)C)[CH:9]=2)[O:4]1)[CH3:2].C(=O)([O-])[O-].[K+].[K+]. The catalyst is CO. The product is [CH2:24]([C:3]1([CH2:1][CH3:2])[CH2:12][C:11]([CH3:14])([CH3:13])[C:10]2[C:5](=[C:6]([CH:21]([CH3:23])[CH3:22])[CH:7]=[C:8]([C:15]#[CH:16])[CH:9]=2)[O:4]1)[CH3:25]. The yield is 0.960. (10) The reactants are C1C=CC(P(C2C(C3C(P(C4C=CC=CC=4)C4C=CC=CC=4)=CC=C4C=3C=CC=C4)=C3C(C=CC=C3)=CC=2)C2C=CC=CC=2)=CC=1.[C:47]1([NH2:53])[CH:52]=[CH:51][CH:50]=[CH:49][CH:48]=1.Br[C:55]1[CH:63]=[CH:62][C:58]([C:59]([OH:61])=[O:60])=[CH:57][CH:56]=1.C([O-])([O-])=O.[Cs+].[Cs+]. The catalyst is C1(C)C=CC=CC=1.CC([O-])=O.CC([O-])=O.[Pd+2].CCCCCC. The product is [C:47]1([NH:53][C:55]2[CH:63]=[CH:62][C:58]([C:59]([OH:61])=[O:60])=[CH:57][CH:56]=2)[CH:52]=[CH:51][CH:50]=[CH:49][CH:48]=1. The yield is 0.430.